Dataset: Forward reaction prediction with 1.9M reactions from USPTO patents (1976-2016). Task: Predict the product of the given reaction. (1) Given the reactants [CH2:1]([O:8][C:9](=[O:33])[N:10]([CH2:31][CH3:32])[CH2:11][C:12]1[CH:17]=[C:16]([C:18]([F:21])([F:20])[F:19])[CH:15]=[CH:14][C:13]=1B1OC(C)(C)C(C)(C)O1)[C:2]1[CH:7]=[CH:6][CH:5]=[CH:4][CH:3]=1.[CH2:34]([O:36][C:37](=[O:48])[CH2:38][C:39]1[CH:40]=[N:41][C:42]([O:46][CH3:47])=[C:43](Br)[CH:44]=1)[CH3:35], predict the reaction product. The product is: [CH2:34]([O:36][C:37](=[O:48])[CH2:38][C:39]1[CH:40]=[N:41][C:42]([O:46][CH3:47])=[C:43]([C:13]2[CH:14]=[CH:15][C:16]([C:18]([F:20])([F:21])[F:19])=[CH:17][C:12]=2[CH2:11][N:10]([C:9]([O:8][CH2:1][C:2]2[CH:7]=[CH:6][CH:5]=[CH:4][CH:3]=2)=[O:33])[CH2:31][CH3:32])[CH:44]=1)[CH3:35]. (2) Given the reactants [CH2:1]([N:3]1[CH2:20][C@H:19]([CH3:21])[N:18]2[C:5](=[C:6]([O:22][CH3:23])[C:7]3[C:12](=[O:13])[NH:11][N:10]=[C:9]([C:14]([NH:16][CH3:17])=[O:15])[C:8]=32)[C:4]1=[O:24])[CH3:2].C[Si]([N-][Si](C)(C)C)(C)C.[Li+].[Cl:35][C:36]1[CH:37]=[C:38]([CH:41]=[CH:42][C:43]=1[F:44])[CH2:39]Br, predict the reaction product. The product is: [Cl:35][C:36]1[CH:37]=[C:38]([CH:41]=[CH:42][C:43]=1[F:44])[CH2:39][N:11]1[C:12](=[O:13])[C:7]2[C:6]([O:22][CH3:23])=[C:5]3[C:4](=[O:24])[N:3]([CH2:1][CH3:2])[CH2:20][C@H:19]([CH3:21])[N:18]3[C:8]=2[C:9]([C:14]([NH:16][CH3:17])=[O:15])=[N:10]1.